This data is from Full USPTO retrosynthesis dataset with 1.9M reactions from patents (1976-2016). The task is: Predict the reactants needed to synthesize the given product. (1) Given the product [CH3:3][O:4][C:5]1[N:10]2[N:11]=[C:12]([C:18]3[CH:23]=[CH:22][CH:21]=[CH:20][CH:19]=3)[C:13]([C:14]([OH:16])=[O:15])=[C:9]2[CH:8]=[CH:7][CH:6]=1, predict the reactants needed to synthesize it. The reactants are: [OH-].[K+].[CH3:3][O:4][C:5]1[N:10]2[N:11]=[C:12]([C:18]3[CH:23]=[CH:22][CH:21]=[CH:20][CH:19]=3)[C:13]([C:14]([O:16]C)=[O:15])=[C:9]2[CH:8]=[CH:7][CH:6]=1.Cl. (2) The reactants are: [Cl:1][C:2]1[CH:10]=[CH:9][N:8]=[C:7]2[C:3]=1[CH:4]=[CH:5][NH:6]2.[CH2:11]=O.Cl.[CH3:14][NH:15][CH3:16]. Given the product [Cl:1][C:2]1[CH:10]=[CH:9][N:8]=[C:7]2[NH:6][CH:5]=[C:4]([CH2:14][N:15]([CH3:11])[CH3:16])[C:3]=12, predict the reactants needed to synthesize it. (3) The reactants are: [Br:1][C:2]1[CH:3]=[C:4](B(O)O)[CH:5]=[CH:6][CH:7]=1.Cl[C:12]1[C:21]2[C:16](=[CH:17][CH:18]=[CH:19][CH:20]=2)[CH:15]=[CH:14][N:13]=1.C(=O)([O-])[O-].[Na+].[Na+]. Given the product [Br:1][C:2]1[CH:3]=[C:4]([C:12]2[C:21]3[C:16](=[CH:17][CH:18]=[CH:19][CH:20]=3)[CH:15]=[CH:14][N:13]=2)[CH:5]=[CH:6][CH:7]=1, predict the reactants needed to synthesize it. (4) The reactants are: O1[C:5]2([CH2:10][CH2:9][CH:8]([N:11]3[C:19]4[CH:18]=[CH:17][N:16]=[C:15]([O:20]C)[C:14]=4[C:13]([C:22]4[CH:23]=[C:24]([C:27]([NH2:29])=[O:28])[S:25][CH:26]=4)=[N:12]3)[CH2:7][CH2:6]2)[O:4]CC1.C1COCC1.Cl. Given the product [O:20]=[C:15]1[C:14]2[C:13]([C:22]3[CH:23]=[C:24]([C:27]([NH2:29])=[O:28])[S:25][CH:26]=3)=[N:12][N:11]([CH:8]3[CH2:7][CH2:6][C:5](=[O:4])[CH2:10][CH2:9]3)[C:19]=2[CH:18]=[CH:17][NH:16]1, predict the reactants needed to synthesize it. (5) Given the product [CH3:22][O:21][CH2:19][CH2:18][O:1][C:2]1[CH:3]=[C:4]([C:14](=[O:16])[CH3:15])[CH:5]=[C:6]([S:8]([F:13])([F:9])([F:10])([F:11])[F:12])[CH:7]=1, predict the reactants needed to synthesize it. The reactants are: [OH:1][C:2]1[CH:3]=[C:4]([C:14](=[O:16])[CH3:15])[CH:5]=[C:6]([S:8]([F:13])([F:12])([F:11])([F:10])[F:9])[CH:7]=1.Br[CH2:18][CH:19]([O:21][CH3:22])C.[H-].[Na+].[Br-]. (6) Given the product [CH3:1][O:2][C:3](=[O:28])[NH:4][CH2:5][C@@H:6]1[O:10][C:9](=[O:11])[N:8]([C:12]2[CH:17]=[CH:16][C:15]([C:30]3[CH:35]=[N:34][C:33]([C:36]4[N:40]([CH3:41])[N:39]=[N:38][N:37]=4)=[CH:32][CH:31]=3)=[C:14]([F:27])[CH:13]=2)[CH2:7]1, predict the reactants needed to synthesize it. The reactants are: [CH3:1][O:2][C:3](=[O:28])[NH:4][CH2:5][C@@H:6]1[O:10][C:9](=[O:11])[N:8]([C:12]2[CH:17]=[CH:16][C:15](B3OC(C)(C)C(C)(C)O3)=[C:14]([F:27])[CH:13]=2)[CH2:7]1.Br[C:30]1[CH:31]=[CH:32][C:33]([C:36]2[N:40]([CH3:41])[N:39]=[N:38][N:37]=2)=[N:34][CH:35]=1.C(=O)([O-])[O-].[Na+].[Na+].